From a dataset of Full USPTO retrosynthesis dataset with 1.9M reactions from patents (1976-2016). Predict the reactants needed to synthesize the given product. Given the product [OH:1][C:2]1[CH:6]([C:7]2[CH:12]=[CH:11][CH:10]=[CH:9][CH:8]=2)[CH2:5][C:4](=[O:13])[C:3]=1[CH:14]([C:15]1[CH:20]=[CH:19][CH:18]=[CH:17][CH:16]=1)[C:23]1[NH:22][C:30]2[C:25]([C:24]=1[CH2:31][CH2:32][NH:33][C:34](=[O:36])[CH3:35])=[CH:26][CH:27]=[CH:28][CH:29]=2, predict the reactants needed to synthesize it. The reactants are: [OH:1][C:2]1[CH:6]([C:7]2[CH:12]=[CH:11][CH:10]=[CH:9][CH:8]=2)[CH2:5][C:4](=[O:13])[CH:3]=1.[CH:14](=O)[C:15]1[CH:20]=[CH:19][CH:18]=[CH:17][CH:16]=1.[NH:22]1[C:30]2[C:25](=[CH:26][CH:27]=[CH:28][CH:29]=2)[C:24]([CH2:31][CH2:32][NH:33][C:34](=[O:36])[CH3:35])=[CH:23]1.